Dataset: Reaction yield outcomes from USPTO patents with 853,638 reactions. Task: Predict the reaction yield, written as a fraction of the theoretical maximum amount of product (1.0 means a 100% yield; for example, 0.34 means a 34% yield). The reactants are CN(C(ON1N=[N:16][C:11]2[CH:12]=[CH:13][CH:14]=NC1=2)=[N+](C)C)C.F[P-](F)(F)(F)(F)F.[CH3:25][C:26]1[N:27]=[C:28]([C:45]2[CH:50]=[CH:49][C:48]([C:51]([F:54])([F:53])[F:52])=[CH:47][CH:46]=2)[S:29][C:30]=1[CH2:31][NH:32][C:33]1[CH:38]=[CH:37][C:36]([C@@H:39]2[CH2:41][C@H:40]2[C:42](O)=[O:43])=[CH:35][CH:34]=1.C1(N)CCC1.C([O-])(O)=O.[Na+]. The catalyst is CN(C=O)C. The product is [CH:11]1([NH:16][C:42]([C@@H:40]2[CH2:41][C@H:39]2[C:36]2[CH:37]=[CH:38][C:33]([NH:32][CH2:31][C:30]3[S:29][C:28]([C:45]4[CH:50]=[CH:49][C:48]([C:51]([F:52])([F:54])[F:53])=[CH:47][CH:46]=4)=[N:27][C:26]=3[CH3:25])=[CH:34][CH:35]=2)=[O:43])[CH2:12][CH2:13][CH2:14]1. The yield is 0.770.